Dataset: Reaction yield outcomes from USPTO patents with 853,638 reactions. Task: Predict the reaction yield, written as a fraction of the theoretical maximum amount of product (1.0 means a 100% yield; for example, 0.34 means a 34% yield). (1) The reactants are [CH3:1][C:2](O)([CH3:14])[CH:3]=[C:4]1[CH2:9][C:8]([CH3:11])([CH3:10])[CH2:7][C:6]([CH3:13])([CH3:12])[CH2:5]1.[Si]([N:20]=[N+:21]=[N-:22])(C)(C)C. The catalyst is C1C=CC=CC=1. The product is [N:20]([C:2]([CH3:14])([CH3:1])[CH:3]=[C:4]1[CH2:9][C:8]([CH3:11])([CH3:10])[CH2:7][C:6]([CH3:13])([CH3:12])[CH2:5]1)=[N+:21]=[N-:22]. The yield is 0.640. (2) The reactants are [Cl:1][C:2]1[C:7]([C:8]([O:10]CC)=[O:9])=[CH:6][CH:5]=[C:4]([C:13]#[C:14][CH:15]2[CH2:17][CH2:16]2)[N:3]=1.[OH-].[Li+]. The catalyst is CO.O. The product is [Cl:1][C:2]1[N:3]=[C:4]([C:13]#[C:14][CH:15]2[CH2:17][CH2:16]2)[CH:5]=[CH:6][C:7]=1[C:8]([OH:10])=[O:9]. The yield is 0.570. (3) The reactants are [OH:1][CH2:2][C:3]1[CH:18]=[CH:17][C:6]([C:7]([NH:9][C:10]2[CH:15]=[CH:14][CH:13]=[CH:12][C:11]=2[OH:16])=[O:8])=[CH:5][CH:4]=1. The catalyst is C(Cl)Cl.C1COCC1.O=[Mn]=O. The product is [CH:2]([C:3]1[CH:4]=[CH:5][C:6]([C:7]([NH:9][C:10]2[CH:15]=[CH:14][CH:13]=[CH:12][C:11]=2[OH:16])=[O:8])=[CH:17][CH:18]=1)=[O:1]. The yield is 0.100. (4) The reactants are Cl[C:2]1[N:3]=[N:4][C:5]([Cl:12])=[CH:6][C:7]=1[C:8]([NH:10][CH3:11])=[O:9].[OH-].[NH4+:14]. No catalyst specified. The product is [NH2:14][C:2]1[N:3]=[N:4][C:5]([Cl:12])=[CH:6][C:7]=1[C:8]([NH:10][CH3:11])=[O:9]. The yield is 0.500. (5) The reactants are Cl[C:2]1[CH:7]=[CH:6][CH:5]=[C:4]([F:8])[N:3]=1.[N:9]1[CH:14]=[CH:13][CH:12]=[C:11](B(O)O)[CH:10]=1.C(=O)([O-])[O-].[Na+].[Na+].[OH-].[Na+]. The catalyst is C1C=CC(/C=C/C(/C=C/C2C=CC=CC=2)=O)=CC=1.C1C=CC(/C=C/C(/C=C/C2C=CC=CC=2)=O)=CC=1.C1C=CC(/C=C/C(/C=C/C2C=CC=CC=2)=O)=CC=1.[Pd].[Pd]. The product is [F:8][C:4]1[N:3]=[C:2]([C:11]2[CH:10]=[N:9][CH:14]=[CH:13][CH:12]=2)[CH:7]=[CH:6][CH:5]=1. The yield is 0.990. (6) The reactants are [Br:1][C:2]1[CH:3]=[CH:4][C:5](=[C:8]2[C:13](=[O:14])OC(C)(C)OC2=O)[NH:6][CH:7]=1.[CH2:18]([NH2:25])[C:19]1[CH:24]=[CH:23][CH:22]=[CH:21][CH:20]=1. The catalyst is C1(C)C=CC=CC=1. The product is [CH2:18]([NH:25][C:13](=[O:14])[CH2:8][C:5]1[CH:4]=[CH:3][C:2]([Br:1])=[CH:7][N:6]=1)[C:19]1[CH:24]=[CH:23][CH:22]=[CH:21][CH:20]=1. The yield is 0.960. (7) The reactants are [Cl:1][C:2]1[CH:11]=[C:10]2[C:5]([CH:6]=[C:7]([OH:13])[C:8]([CH3:12])=[N:9]2)=[CH:4][N:3]=1.N1C=CC=CC=1.[F:20][C:21]([F:34])([F:33])[S:22](O[S:22]([C:21]([F:34])([F:33])[F:20])(=[O:24])=[O:23])(=[O:24])=[O:23]. The yield is 0.800. The catalyst is C(Cl)Cl. The product is [F:20][C:21]([F:34])([F:33])[S:22]([O:13][C:7]1[C:8]([CH3:12])=[N:9][C:10]2[C:5]([CH:6]=1)=[CH:4][N:3]=[C:2]([Cl:1])[CH:11]=2)(=[O:24])=[O:23]. (8) The reactants are [CH:1]([NH:3][C:4](=[O:6])[CH3:5])=[CH2:2].N1([CH:16]([NH:20][C:21]2[CH:26]=[CH:25][C:24]([C:27]([F:30])([F:29])[F:28])=[CH:23][CH:22]=2)[CH:17]2[CH2:19][CH2:18]2)C2C=CC=CC=2N=N1.C(OCC)(=O)C.[OH-].[Na+]. The catalyst is C1(C)C=CC=CC=1.O.C1(C)C=CC(S(O)(=O)=O)=CC=1. The product is [CH:17]1([C@H:16]2[CH2:2][C@@H:1]([NH:3][C:4](=[O:6])[CH3:5])[C:22]3[C:21](=[CH:26][CH:25]=[C:24]([C:27]([F:28])([F:29])[F:30])[CH:23]=3)[NH:20]2)[CH2:18][CH2:19]1. The yield is 0.780. (9) The product is [CH:16]1([C:22]([C:13]2[S:12][C:11]([C:3]3[C:2]([CH3:1])=[C:6]([C:7]([F:8])([F:10])[F:9])[O:5][N:4]=3)=[CH:15][CH:14]=2)=[O:23])[CH2:21][CH2:20][CH2:19][CH2:18][CH2:17]1. The catalyst is ClCCl. The reactants are [CH3:1][C:2]1[C:3]([C:11]2[S:12][CH:13]=[CH:14][CH:15]=2)=[N:4][O:5][C:6]=1[C:7]([F:10])([F:9])[F:8].[CH:16]1([C:22](Cl)=[O:23])[CH2:21][CH2:20][CH2:19][CH2:18][CH2:17]1. The yield is 0.350. (10) The reactants are [CH3:1][O:2][C:3]1[N:8]=[N:7][C:6]([N:9]2[C:13]([C:14]3[CH:19]=[CH:18][C:17]([CH3:20])=[CH:16][N:15]=3)=[CH:12][C:11]([C:21]([OH:23])=O)=[N:10]2)=[CH:5][CH:4]=1.[CH2:24]([NH:28][CH3:29])[CH:25]([CH3:27])[CH3:26]. No catalyst specified. The product is [CH2:24]([N:28]([CH3:29])[C:21]([C:11]1[CH:12]=[C:13]([C:14]2[CH:19]=[CH:18][C:17]([CH3:20])=[CH:16][N:15]=2)[N:9]([C:6]2[N:7]=[N:8][C:3]([O:2][CH3:1])=[CH:4][CH:5]=2)[N:10]=1)=[O:23])[CH:25]([CH3:27])[CH3:26]. The yield is 0.490.